Dataset: Full USPTO retrosynthesis dataset with 1.9M reactions from patents (1976-2016). Task: Predict the reactants needed to synthesize the given product. (1) Given the product [Cl:1][C:2]1[CH:10]=[CH:9][CH:8]=[CH:7][C:3]=1[C:4]([NH:6][C:11](=[O:15])[NH:18][C:19]1[S:20][C:21]2[CH:27]=[C:26]([S:28](=[O:30])(=[O:29])[NH:34][CH:31]([CH3:33])[CH3:32])[CH:25]=[CH:24][C:22]=2[N:23]=1)=[O:5], predict the reactants needed to synthesize it. The reactants are: [Cl:1][C:2]1[CH:10]=[CH:9][CH:8]=[CH:7][C:3]=1[C:4]([NH2:6])=[O:5].[C:11](Cl)(=[O:15])C(Cl)=O.[Cl-].[NH2:18][CH:19]1[N:23]=[C:22]2[CH:24]=[CH:25][C:26](=[S:28](=[O:30])=[O:29])[CH:27]=[C:21]2[S:20]1.[CH:31]([NH2:34])([CH3:33])[CH3:32]. (2) Given the product [C:16]([C@@:13]1([CH3:19])[CH2:14][CH2:15][N:11]([C:9]([O:8][CH2:1][C:2]2[CH:7]=[CH:6][CH:5]=[CH:4][CH:3]=2)=[O:10])[CH2:12]1)(=[O:17])[NH2:35], predict the reactants needed to synthesize it. The reactants are: [CH2:1]([O:8][C:9]([N:11]1[CH2:15][CH2:14][C@:13]([CH3:19])([C:16](O)=[O:17])[CH2:12]1)=[O:10])[C:2]1[CH:7]=[CH:6][CH:5]=[CH:4][CH:3]=1.CC(OC(OC(OC(C)(C)C)=O)=O)(C)C.[N:35]1C=CC=CC=1.[NH4+].[OH-].O. (3) Given the product [CH2:1]([O:3][C:4]([C:6]1[C:12]2[NH:13][C:14]3[CH:15]=[CH:16][CH:17]=[CH:18][C:19]=3[C:11]=2[CH:10]([CH2:20][C:21]2[CH:22]=[CH:23][CH:24]=[CH:25][CH:26]=2)[CH2:9][N:8]([C:32](=[O:33])[C:31]2[CH:35]=[CH:36][C:28]([F:27])=[CH:29][CH:30]=2)[CH:7]=1)=[O:5])[CH3:2], predict the reactants needed to synthesize it. The reactants are: [CH2:1]([O:3][C:4]([C:6]1[C:12]2[NH:13][C:14]3[CH:15]=[CH:16][CH:17]=[CH:18][C:19]=3[C:11]=2[CH:10]([CH2:20][C:21]2[CH:26]=[CH:25][CH:24]=[CH:23][CH:22]=2)[CH2:9][NH:8][CH:7]=1)=[O:5])[CH3:2].[F:27][C:28]1[CH:36]=[CH:35][C:31]([C:32](Cl)=[O:33])=[CH:30][CH:29]=1. (4) Given the product [ClH:39].[C:46]([N:49]1[CH2:54][CH2:53][N:52]([CH2:40][C:41]([N:12]2[CH2:13][CH2:14][C@H:9]([O:8][CH2:7][C:6]3[CH:21]=[C:22]([C:24]([F:27])([F:25])[F:26])[CH:23]=[C:4]([C:3]([F:2])([F:28])[F:29])[CH:5]=3)[C@H:10]([C:15]3[CH:16]=[CH:17][CH:18]=[CH:19][CH:20]=3)[CH2:11]2)=[O:42])[CH2:51][CH2:50]1)(=[O:48])[CH3:47], predict the reactants needed to synthesize it. The reactants are: Cl.[F:2][C:3]([F:29])([F:28])[C:4]1[CH:5]=[C:6]([CH:21]=[C:22]([C:24]([F:27])([F:26])[F:25])[CH:23]=1)[CH2:7][O:8][C@H:9]1[CH2:14][CH2:13][NH:12][CH2:11][C@H:10]1[C:15]1[CH:20]=[CH:19][CH:18]=[CH:17][CH:16]=1.C(N(C(C)C)CC)(C)C.[Cl:39][CH2:40][C:41](Cl)=[O:42].[I-].[Na+].[C:46]([N:49]1[CH2:54][CH2:53][NH:52][CH2:51][CH2:50]1)(=[O:48])[CH3:47]. (5) Given the product [Cl:15][CH2:16][C:17]([NH:1][C:2]1[N:6]([CH:7]2[CH2:11][CH2:10][CH2:9][CH2:8]2)[N:5]=[N:4][C:3]=1[C:12]([NH2:14])=[O:13])=[O:18], predict the reactants needed to synthesize it. The reactants are: [NH2:1][C:2]1[N:6]([CH:7]2[CH2:11][CH2:10][CH2:9][CH2:8]2)[N:5]=[N:4][C:3]=1[C:12]([NH2:14])=[O:13].[Cl:15][CH2:16][C:17](Cl)=[O:18]. (6) Given the product [CH3:14][O:13][C:9]1[CH:8]=[CH:7][C:4](/[CH:5]=[CH:23]\[N+:20]([O-:22])=[O:21])=[C:3]([O:2][CH3:1])[C:10]=1[O:11][CH3:12], predict the reactants needed to synthesize it. The reactants are: [CH3:1][O:2][C:3]1[C:10]([O:11][CH3:12])=[C:9]([O:13][CH3:14])[CH:8]=[CH:7][C:4]=1[CH:5]=O.C([O-])(=O)C.[NH4+].[N+:20]([CH3:23])([O-:22])=[O:21]. (7) Given the product [Br:19][CH2:8][C:6]1[N:5]([C:9]2[CH:14]=[CH:13][CH:12]=[CH:11][C:10]=2[Cl:15])[C:4](=[O:16])[C:3]([C:17]#[N:18])=[C:2]([Cl:1])[CH:7]=1, predict the reactants needed to synthesize it. The reactants are: [Cl:1][C:2]1[CH:7]=[C:6]([CH3:8])[N:5]([C:9]2[CH:14]=[CH:13][CH:12]=[CH:11][C:10]=2[Cl:15])[C:4](=[O:16])[C:3]=1[C:17]#[N:18].[Br:19]N1C(=O)CCC1=O.N(C(C)(C)C#N)=NC(C)(C)C#N. (8) Given the product [CH2:19]([O:12][C:11](=[O:13])[CH2:10][C:4]1[CH:5]=[CH:6][C:7]([O:8][CH3:9])=[C:2]([OH:1])[CH:3]=1)[CH3:20], predict the reactants needed to synthesize it. The reactants are: [OH:1][C:2]1[CH:3]=[C:4]([CH2:10][C:11]([OH:13])=[O:12])[CH:5]=[CH:6][C:7]=1[O:8][CH3:9].S(=O)(=O)(O)O.[CH3:19][CH2:20]O.